Dataset: NCI-60 drug combinations with 297,098 pairs across 59 cell lines. Task: Regression. Given two drug SMILES strings and cell line genomic features, predict the synergy score measuring deviation from expected non-interaction effect. Drug 1: CCC1=C2CN3C(=CC4=C(C3=O)COC(=O)C4(CC)O)C2=NC5=C1C=C(C=C5)O. Drug 2: CC1C(C(CC(O1)OC2CC(CC3=C2C(=C4C(=C3O)C(=O)C5=C(C4=O)C(=CC=C5)OC)O)(C(=O)CO)O)N)O.Cl. Cell line: SW-620. Synergy scores: CSS=40.0, Synergy_ZIP=-7.93, Synergy_Bliss=-6.39, Synergy_Loewe=-9.87, Synergy_HSA=-0.556.